Task: Predict the reactants needed to synthesize the given product.. Dataset: Full USPTO retrosynthesis dataset with 1.9M reactions from patents (1976-2016) (1) Given the product [F:1][C:2]1[CH:9]=[CH:8][C:7]([CH2:10][CH2:11][N:12]2[CH2:17][CH2:16][N:15]([CH2:21][CH:20]([F:19])[C:23]3[CH:32]=[CH:31][C:26]4[C:27](=[O:30])[O:28][CH2:29][C:25]=4[CH:24]=3)[CH2:14][C:13]2=[O:18])=[CH:6][C:3]=1[C:4]#[N:5], predict the reactants needed to synthesize it. The reactants are: [F:1][C:2]1[CH:9]=[CH:8][C:7]([CH2:10][CH2:11][N:12]2[CH2:17][CH2:16][NH:15][CH2:14][C:13]2=[O:18])=[CH:6][C:3]=1[C:4]#[N:5].[F:19][CH:20]([C:23]1[CH:32]=[CH:31][C:26]2[C:27](=[O:30])[O:28][CH2:29][C:25]=2[CH:24]=1)[CH:21]=O.[BH-](OC(C)=O)(OC(C)=O)OC(C)=O.[Na+]. (2) Given the product [CH3:1][O:2][C:3]1[CH:22]=[CH:21][C:6]([C:7]([CH:9]2[CH2:14][CH2:13][N:12]([C@H:15]3[CH2:19][CH2:18][N:17]([CH2:25][C:26]#[N:27])[C:16]3=[O:20])[CH2:11][CH2:10]2)=[O:8])=[CH:5][C:4]=1[CH3:23], predict the reactants needed to synthesize it. The reactants are: [CH3:1][O:2][C:3]1[CH:22]=[CH:21][C:6]([C:7]([CH:9]2[CH2:14][CH2:13][N:12]([C@H:15]3[CH2:19][CH2:18][NH:17][C:16]3=[O:20])[CH2:11][CH2:10]2)=[O:8])=[CH:5][C:4]=1[CH3:23].Br[CH2:25][C:26]#[N:27].[H-].[Na+].ClCC#N. (3) Given the product [Cl:21][C:10]1[N:11]=[CH:12][CH:13]=[C:14]2[C:9]=1[C:8](=[O:16])[N:7]([CH3:17])[C:6]1[CH:18]=[C:2]([Cl:1])[CH:3]=[CH:4][C:5]2=1, predict the reactants needed to synthesize it. The reactants are: [Cl:1][C:2]1[CH:3]=[CH:4][C:5]2[C:14]3[C:9](=[CH:10][N+:11]([O-])=[CH:12][CH:13]=3)[C:8](=[O:16])[N:7]([CH3:17])[C:6]=2[CH:18]=1.O=P(Cl)(Cl)[Cl:21]. (4) Given the product [CH2:17]([N:24]1[CH2:29][CH2:28][C@@H:27]([CH3:30])[C@@H:26]([NH:31][C:10]2[C:5]([C:4]([O:3][CH2:1][CH3:2])=[O:16])=[CH:6][N:7]=[C:8]([NH:52][CH2:51][C:45]3[CH:46]=[CH:47][C:48]([O:49][CH3:50])=[C:43]([O:42][CH3:41])[CH:44]=3)[C:9]=2[N+:12]([O-:14])=[O:13])[CH2:25]1)[C:18]1[CH:19]=[CH:20][CH:21]=[CH:22][CH:23]=1, predict the reactants needed to synthesize it. The reactants are: [CH2:1]([O:3][C:4](=[O:16])[C:5]1[C:10](Cl)=[C:9]([N+:12]([O-:14])=[O:13])[C:8](Cl)=[N:7][CH:6]=1)[CH3:2].[CH2:17]([N:24]1[CH2:29][CH2:28][CH:27]([CH3:30])[CH:26]([NH2:31])[CH2:25]1)[C:18]1[CH:23]=[CH:22][CH:21]=[CH:20][CH:19]=1.C(N(CC)C(C)C)(C)C.[CH3:41][O:42][C:43]1[CH:44]=[C:45]([CH2:51][NH2:52])[CH:46]=[CH:47][C:48]=1[O:49][CH3:50].